From a dataset of Full USPTO retrosynthesis dataset with 1.9M reactions from patents (1976-2016). Predict the reactants needed to synthesize the given product. (1) Given the product [Br:11][C:4]1[N:3]=[C:2]([NH:20][C:16]2[CH:15]=[C:14]([C:13]([F:21])([F:12])[F:22])[CH:19]=[CH:18][N:17]=2)[CH:7]=[C:6]([N+:8]([O-:10])=[O:9])[CH:5]=1, predict the reactants needed to synthesize it. The reactants are: Br[C:2]1[CH:7]=[C:6]([N+:8]([O-:10])=[O:9])[CH:5]=[C:4]([Br:11])[N:3]=1.[F:12][C:13]([F:22])([F:21])[C:14]1[CH:19]=[CH:18][N:17]=[C:16]([NH2:20])[CH:15]=1.CC1(C)C2C(=C(P(C3C=CC=CC=3)C3C=CC=CC=3)C=CC=2)OC2C(P(C3C=CC=CC=3)C3C=CC=CC=3)=CC=CC1=2.C(=O)([O-])[O-].[Cs+].[Cs+]. (2) Given the product [CH2:18]([O:25][C:26]1[CH:31]=[CH:30][N:29]([C:32]2[CH:33]=[CH:34][C:35]([OH:38])=[CH:36][CH:37]=2)[C:28](=[O:45])[CH:27]=1)[C:19]1[CH:24]=[CH:23][CH:22]=[CH:21][CH:20]=1, predict the reactants needed to synthesize it. The reactants are: C1(C)C=CC(S([O-])(=O)=O)=CC=1.[NH+]1C=CC=CC=1.[CH2:18]([O:25][C:26]1[CH:31]=[CH:30][N:29]([C:32]2[CH:37]=[CH:36][C:35]([O:38]C3CCCCO3)=[CH:34][CH:33]=2)[C:28](=[O:45])[CH:27]=1)[C:19]1[CH:24]=[CH:23][CH:22]=[CH:21][CH:20]=1. (3) Given the product [CH2:15]([O:17][C:18](=[O:24])[C:19]([Cl:23])=[N:11][NH:9][C:6]1[CH:7]=[CH:8][C:3]([O:2][CH3:1])=[CH:4][CH:5]=1)[CH3:16], predict the reactants needed to synthesize it. The reactants are: [CH3:1][O:2][C:3]1[CH:8]=[CH:7][C:6]([NH2:9])=[CH:5][CH:4]=1.Cl.[N:11]([O-])=O.[Na+].[CH2:15]([O:17][C:18](=[O:24])[CH:19]([Cl:23])C(C)=O)[CH3:16].C(O[Na])(C)=O. (4) Given the product [Br:1][C:2]1[CH:7]=[CH:6][C:5]([CH2:8][C:9]([Cl:21])=[O:11])=[CH:4][CH:3]=1, predict the reactants needed to synthesize it. The reactants are: [Br:1][C:2]1[CH:7]=[CH:6][C:5]([CH2:8][C:9]([OH:11])=O)=[CH:4][CH:3]=1.N1C=CC=CC=1.C(Cl)(=O)C([Cl:21])=O.CN(C=O)C. (5) Given the product [N+:24]([C:12]1[CH:11]=[C:10]([C:2]2[S:1][CH:5]=[CH:4][CH:3]=2)[CH:15]=[CH:14][C:13]=1[NH:16][C:17](=[O:23])[O:18][C:19]([CH3:21])([CH3:20])[CH3:22])([O-:26])=[O:25], predict the reactants needed to synthesize it. The reactants are: [S:1]1[CH:5]=[CH:4][CH:3]=[C:2]1B(O)O.Br[C:10]1[CH:15]=[CH:14][C:13]([NH:16][C:17](=[O:23])[O:18][C:19]([CH3:22])([CH3:21])[CH3:20])=[C:12]([N+:24]([O-:26])=[O:25])[CH:11]=1.C1(C)C=CC=CC=1P(C1C=CC=CC=1C)C1C=CC=CC=1C.C(=O)([O-])[O-].[K+].[K+]. (6) Given the product [OH:26][C:23]1([CH2:27][CH2:28][N:29]2[CH2:34][CH2:33][C@H:32]([OH:35])[C@@H:31]([CH3:36])[CH2:30]2)[CH2:24][CH2:25][CH:20]([NH:19][C:16]([C:10]2[NH:11][C:12]3[C:8]([CH:9]=2)=[C:7]([O:6][CH2:5][CH:1]2[CH2:2][CH2:3][CH2:4]2)[CH:15]=[CH:14][CH:13]=3)=[O:18])[CH2:21][CH2:22]1, predict the reactants needed to synthesize it. The reactants are: [CH:1]1([CH2:5][O:6][C:7]2[CH:15]=[CH:14][CH:13]=[C:12]3[C:8]=2[CH:9]=[C:10]([C:16]([OH:18])=O)[NH:11]3)[CH2:4][CH2:3][CH2:2]1.[NH2:19][CH:20]1[CH2:25][CH2:24][C:23]([CH2:27][CH2:28][N:29]2[CH2:34][CH2:33][C@H:32]([OH:35])[C@@H:31]([CH3:36])[CH2:30]2)([OH:26])[CH2:22][CH2:21]1.CCN(C(C)C)C(C)C.CN(C(ON1N=NC2C=CC=CC1=2)=[N+](C)C)C.[B-](F)(F)(F)F. (7) The reactants are: Cl.Cl.[Br:3][C:4]1[CH:5]=[CH:6][C:7]([C:10]2([NH2:13])[CH2:12][CH2:11]2)=[N:8][CH:9]=1.C(N(CC)CC)C.[CH3:21][S:22](Cl)(=[O:24])=[O:23]. Given the product [Br:3][C:4]1[CH:5]=[CH:6][C:7]([C:10]2([NH:13][S:22]([CH3:21])(=[O:24])=[O:23])[CH2:11][CH2:12]2)=[N:8][CH:9]=1, predict the reactants needed to synthesize it. (8) Given the product [N:1]1[CH:6]=[CH:5][CH:4]=[C:3]([C:7]2[CH:8]=[C:9]([CH:23]=[CH:24][CH:25]=2)[CH2:10][CH:11]2[C:18]3[CH:17]=[C:16]([C:19]([OH:21])=[O:20])[NH:15][C:14]=3[CH2:13][CH2:12]2)[CH:2]=1, predict the reactants needed to synthesize it. The reactants are: [N:1]1[CH:6]=[CH:5][CH:4]=[C:3]([C:7]2[CH:8]=[C:9]([CH:23]=[CH:24][CH:25]=2)/[CH:10]=[C:11]2\[CH2:12][CH2:13][C:14]3[NH:15][C:16]([C:19]([O:21]C)=[O:20])=[CH:17][C:18]\2=3)[CH:2]=1.[OH-].[Li+].CO. (9) Given the product [CH2:1]([O:3][C:4](=[O:18])[C:5]([C:13](=[O:17])[CH2:14][CH2:15][CH3:16])=[CH:6][C:7]([O:9][CH2:10][CH3:11])=[O:8])[CH3:2], predict the reactants needed to synthesize it. The reactants are: [CH2:1]([O:3][C:4](=[O:18])[CH:5]([C:13](=[O:17])[CH2:14][CH2:15][CH3:16])[CH:6](O)[C:7]([O:9][CH2:10][CH3:11])=[O:8])[CH3:2].C1(C)C=CC(S(O)(=O)=O)=CC=1. (10) Given the product [F:13][C:2]([F:1])([F:12])[C:3]1[CH:4]=[C:5]2[C:9](=[CH:10][CH:11]=1)[NH:8][CH:7]=[C:6]2[C:14](=[O:18])[C:15]([O:24][CH3:23])=[O:16], predict the reactants needed to synthesize it. The reactants are: [F:1][C:2]([F:13])([F:12])[C:3]1[CH:4]=[C:5]2[C:9](=[CH:10][CH:11]=1)[NH:8][CH:7]=[CH:6]2.[C:14](Cl)(=[O:18])[C:15](Cl)=[O:16].C(Cl)Cl.[CH3:23][O-:24].[Na+].CO.